From a dataset of Reaction yield outcomes from USPTO patents with 853,638 reactions. Predict the reaction yield, written as a fraction of the theoretical maximum amount of product (1.0 means a 100% yield; for example, 0.34 means a 34% yield). The reactants are [CH:1](=O)[C:2]1[CH:7]=[CH:6][CH:5]=[CH:4][CH:3]=1.[C:9](#[N:13])[CH2:10][C:11]#[N:12].C(N(CC)CC)C.[CH3:21][O:22][C:23]1[CH:28]=[CH:27][C:26]([C:29]2[CH2:33][C:32](=[O:34])[N:31]([C:35]3[CH:40]=[CH:39][CH:38]=[CH:37][CH:36]=3)[N:30]=2)=[CH:25][CH:24]=1. The catalyst is C(O)C. The product is [NH2:12][C:11]1[O:34][C:32]2[N:31]([C:35]3[CH:40]=[CH:39][CH:38]=[CH:37][CH:36]=3)[N:30]=[C:29]([C:26]3[CH:25]=[CH:24][C:23]([O:22][CH3:21])=[CH:28][CH:27]=3)[C:33]=2[CH:1]([C:2]2[CH:7]=[CH:6][CH:5]=[CH:4][CH:3]=2)[C:10]=1[C:9]#[N:13]. The yield is 0.580.